This data is from Forward reaction prediction with 1.9M reactions from USPTO patents (1976-2016). The task is: Predict the product of the given reaction. Given the reactants I[C:2]1[C:3](=[O:20])[N:4]([C:14]2[CH:19]=[CH:18][CH:17]=[CH:16][CH:15]=2)[CH:5]=[C:6]([C:8]2[CH:13]=[CH:12][CH:11]=[CH:10][N:9]=2)[CH:7]=1.[Cl:21][C:22]1[C:27](B(O)O)=[CH:26][CH:25]=[CH:24][N:23]=1.C(=O)([O-])[O-].[Cs+].[Cs+].O, predict the reaction product. The product is: [Cl:21][C:22]1[C:27]([C:2]2[C:3](=[O:20])[N:4]([C:14]3[CH:19]=[CH:18][CH:17]=[CH:16][CH:15]=3)[CH:5]=[C:6]([C:8]3[CH:13]=[CH:12][CH:11]=[CH:10][N:9]=3)[CH:7]=2)=[CH:26][CH:25]=[CH:24][N:23]=1.